This data is from Forward reaction prediction with 1.9M reactions from USPTO patents (1976-2016). The task is: Predict the product of the given reaction. Given the reactants [Br:1][C:2]1[C:27]([O:28][CH3:29])=[CH:26][C:5]2[CH2:6][CH2:7][C:8]3[C:12]([C:4]=2[CH:3]=1)=[N:11][N:10]([CH2:13][CH2:14][NH:15][C:16]([O:18][C:19]([CH3:22])([CH3:21])[CH3:20])=[O:17])[C:9]=3[C:23]([O-:25])=[O:24].O.[OH-].[Li+], predict the reaction product. The product is: [Br:1][C:2]1[C:27]([O:28][CH3:29])=[CH:26][C:5]2[CH2:6][CH2:7][C:8]3[C:12]([C:4]=2[CH:3]=1)=[N:11][N:10]([CH2:13][CH2:14][NH:15][C:16]([O:18][C:19]([CH3:21])([CH3:22])[CH3:20])=[O:17])[C:9]=3[C:23]([OH:25])=[O:24].